From a dataset of Reaction yield outcomes from USPTO patents with 853,638 reactions. Predict the reaction yield, written as a fraction of the theoretical maximum amount of product (1.0 means a 100% yield; for example, 0.34 means a 34% yield). (1) The reactants are Cl[C:2]1[CH:7]=[CH:6][N+:5]([O-:8])=[CH:4][CH:3]=1.[F:9][C:10]1[CH:15]=[CH:14][C:13](B(O)O)=[C:12]([O:19][CH3:20])[CH:11]=1. No catalyst specified. The product is [F:9][C:10]1[CH:15]=[CH:14][C:13]([C:2]2[CH:7]=[CH:6][N+:5]([O-:8])=[CH:4][CH:3]=2)=[C:12]([O:19][CH3:20])[CH:11]=1. The yield is 0.870. (2) The reactants are O[CH:2]1[C:6]2[CH:7]=[C:8]([NH:13][C:14](=[O:20])[CH2:15][C:16]([CH3:19])([CH3:18])[CH3:17])[C:9]([CH3:12])=[C:10]([CH3:11])[C:5]=2[O:4][C:3]1([CH3:22])[CH3:21].[CH3:23][O:24][C:25]1[CH:30]=[CH:29][CH:28]=[CH:27][C:26]=1[NH2:31]. The catalyst is C(OCC)(=O)C.CCCCCC. The product is [CH3:23][O:24][C:25]1[CH:30]=[CH:29][CH:28]=[CH:27][C:26]=1[NH:31][CH:2]1[C:6]2[CH:7]=[C:8]([NH:13][C:14](=[O:20])[CH2:15][C:16]([CH3:17])([CH3:19])[CH3:18])[C:9]([CH3:12])=[C:10]([CH3:11])[C:5]=2[O:4][C:3]1([CH3:21])[CH3:22]. The yield is 0.750. (3) The reactants are [NH2:1][C:2]1[C:15]2[C:14](=[O:16])[C:13]([C:17]#[N:18])=[CH:12][N:7]3[C@@H:8]([CH3:11])[CH2:9][O:10][C:5]([C:6]=23)=[C:4](F)[C:3]=1[F:20].[N:21]1[CH:26]=[CH:25][CH:24]=[C:23]([C@@H:27]2[CH2:31][CH2:30][C@@H:29]([NH2:32])[CH2:28]2)[CH:22]=1.C(N(C(C)C)CC)(C)C. The catalyst is CS(C)=O. The product is [NH2:1][C:2]1[C:15]2[C:14](=[O:16])[C:13]([C:17]#[N:18])=[CH:12][N:7]3[C@@H:8]([CH3:11])[CH2:9][O:10][C:5]([C:6]=23)=[C:4]([NH:32][C@H:29]2[CH2:30][CH2:31][C@H:27]([C:23]3[CH:22]=[N:21][CH:26]=[CH:25][CH:24]=3)[CH2:28]2)[C:3]=1[F:20]. The yield is 0.160. (4) The reactants are C([O-])([O-])=O.[Na+].[Na+].[Br:7][C:8]1[N:17]=[C:16]2[C:11]([C:12](=[CH:18]I)[CH2:13][CH2:14][NH:15]2)=[CH:10][CH:9]=1.[F:20][C:21]1[CH:26]=[CH:25][C:24]([F:27])=[CH:23][C:22]=1B(O)O.C(OCC)(=O)C.CCCCCC. The catalyst is C1(C)C=CC=CC=1.C(O)C.C1C=CC([P]([Pd]([P](C2C=CC=CC=2)(C2C=CC=CC=2)C2C=CC=CC=2)([P](C2C=CC=CC=2)(C2C=CC=CC=2)C2C=CC=CC=2)[P](C2C=CC=CC=2)(C2C=CC=CC=2)C2C=CC=CC=2)(C2C=CC=CC=2)C2C=CC=CC=2)=CC=1. The product is [Br:7][C:8]1[N:17]=[C:16]2[C:11]([C:12](=[CH:18][C:25]3[CH:26]=[C:21]([F:20])[CH:22]=[CH:23][C:24]=3[F:27])[CH2:13][CH2:14][NH:15]2)=[CH:10][CH:9]=1. The yield is 0.700. (5) The reactants are [F:1][C:2]1([F:20])[CH2:7][CH2:6][CH:5]([CH2:8][C@H:9]([NH:12][C:13](=[O:19])[O:14][C:15]([CH3:18])([CH3:17])[CH3:16])[CH2:10][OH:11])[CH2:4][CH2:3]1.CCN(CC)CC.[CH3:28][S:29](Cl)(=[O:31])=[O:30].[OH2:33]. The catalyst is C(Cl)Cl. The product is [C:15]([O:14][C:13]([NH:12][C@@H:9]([CH2:8][CH:5]1[CH2:6][CH2:7][C:2]([F:20])([F:1])[CH2:3][CH2:4]1)[CH2:10][CH2:28][S:29]([OH:31])(=[O:33])=[O:30])=[O:19])([CH3:18])([CH3:17])[CH3:16].[CH3:28][S:29]([OH:31])(=[O:11])=[O:30]. The yield is 0.890.